From a dataset of Full USPTO retrosynthesis dataset with 1.9M reactions from patents (1976-2016). Predict the reactants needed to synthesize the given product. (1) Given the product [Si:12]([O:19][CH2:20][CH2:21][N:22]([CH2:23][CH:24]([OH:25])[C:26]1[CH:31]=[CH:30][CH:29]=[CH:28][CH:27]=1)[C:4](=[O:5])[C:3]1[CH:7]=[CH:8][C:9]([Cl:11])=[N:10][C:2]=1[Cl:1])([C:15]([CH3:18])([CH3:17])[CH3:16])([CH3:14])[CH3:13], predict the reactants needed to synthesize it. The reactants are: [Cl:1][C:2]1[N:10]=[C:9]([Cl:11])[CH:8]=[CH:7][C:3]=1[C:4](Cl)=[O:5].[Si:12]([O:19][CH2:20][CH2:21][NH:22][CH2:23][CH:24]([C:26]1[CH:31]=[CH:30][CH:29]=[CH:28][CH:27]=1)[OH:25])([C:15]([CH3:18])([CH3:17])[CH3:16])([CH3:14])[CH3:13]. (2) Given the product [C:22]1([N:10]2[C:11]([C:13]3[CH:18]=[CH:17][CH:16]=[C:15]([CH2:19][CH2:20][CH3:21])[CH:14]=3)=[CH:12][C:8]([NH:7][C:5]([C@H:4]3[CH2:28][NH:29][C:30](=[O:31])[NH:3]3)=[O:6])=[N:9]2)[CH:27]=[CH:26][CH:25]=[CH:24][CH:23]=1, predict the reactants needed to synthesize it. The reactants are: Cl.Cl.[NH2:3][C@H:4]([CH2:28][NH2:29])[C:5]([NH:7][C:8]1[CH:12]=[C:11]([C:13]2[CH:18]=[CH:17][CH:16]=[C:15]([CH2:19][CH2:20][CH3:21])[CH:14]=2)[N:10]([C:22]2[CH:27]=[CH:26][CH:25]=[CH:24][CH:23]=2)[N:9]=1)=[O:6].[C:30](N1C=CN=C1)(N1C=CN=C1)=[O:31].C(N(CC)CC)C.O. (3) Given the product [CH3:1][O:2][C:3]1[C:8]([C:9]2[CH:14]=[CH:13][CH:12]=[CH:11][CH:10]=2)=[CH:7][C:6]([C:15]([OH:17])=[O:16])=[CH:5][CH:4]=1, predict the reactants needed to synthesize it. The reactants are: [CH3:1][O:2][C:3]1[C:8]([C:9]2[CH:14]=[CH:13][CH:12]=[CH:11][CH:10]=2)=[CH:7][C:6]([C:15]([O:17]C)=[O:16])=[CH:5][CH:4]=1. (4) Given the product [Cl:1][C:2]1[N:7]=[C:6]([NH:12][C:11]2[CH:13]=[C:14]([O:17][CH3:18])[CH:15]=[CH:16][C:10]=2[F:9])[CH:5]=[CH:4][N:3]=1, predict the reactants needed to synthesize it. The reactants are: [Cl:1][C:2]1[N:7]=[C:6](Cl)[CH:5]=[CH:4][N:3]=1.[F:9][C:10]1[CH:16]=[CH:15][C:14]([O:17][CH3:18])=[CH:13][C:11]=1[NH2:12].CCN(C(C)C)C(C)C. (5) The reactants are: [Cl:1][C:2]1[NH:6][C:5]2[CH:7]=[CH:8][CH:9]=[CH:10][C:4]=2[N:3]=1.[OH-].[Na+].S(OC)(O[CH3:17])(=O)=O. Given the product [Cl:1][C:2]1[N:6]([CH3:17])[C:5]2[CH:7]=[CH:8][CH:9]=[CH:10][C:4]=2[N:3]=1, predict the reactants needed to synthesize it. (6) Given the product [OH:32][CH2:31][CH2:30][CH2:29][N:25]1[C:18]2[N:19]=[C:20]([NH:33][CH:34]3[CH2:37][O:36][CH2:35]3)[N:21]=[CH:22][C:17]=2[CH:16]=[C:15]([C:3]2[CH:4]=[CH:5][C:6]([C:8]3[CH:13]=[CH:12][CH:11]=[C:10]([CH3:14])[N:9]=3)=[CH:7][C:2]=2[CH3:1])[C:26]1=[O:27], predict the reactants needed to synthesize it. The reactants are: [CH3:1][C:2]1[CH:7]=[C:6]([C:8]2[CH:13]=[CH:12][CH:11]=[C:10]([CH3:14])[N:9]=2)[CH:5]=[CH:4][C:3]=1[C:15]1[C:26](=[O:27])[NH:25][C:18]2[N:19]=[C:20](SC)[N:21]=[CH:22][C:17]=2[CH:16]=1.Br[CH2:29][CH2:30][CH2:31][OH:32].[NH2:33][CH:34]1[CH2:37][O:36][CH2:35]1. (7) Given the product [Br:1][C:20]1[CH:21]=[C:22]([C:24]2[N:28]([CH2:29][C:30]([O:32][CH2:33][CH3:34])=[O:31])[N:27]=[C:26]([C:35]([F:38])([F:37])[F:36])[CH:25]=2)[NH:23][C:19]=1[C:15]1[CH:16]=[CH:17][CH:18]=[C:13]([S:10]([CH3:9])(=[O:12])=[O:11])[CH:14]=1, predict the reactants needed to synthesize it. The reactants are: [Br:1]N1C(=O)CCC1=O.[CH3:9][S:10]([C:13]1[CH:14]=[C:15]([C:19]2[NH:23][C:22]([C:24]3[N:28]([CH2:29][C:30]([O:32][CH2:33][CH3:34])=[O:31])[N:27]=[C:26]([C:35]([F:38])([F:37])[F:36])[CH:25]=3)=[CH:21][CH:20]=2)[CH:16]=[CH:17][CH:18]=1)(=[O:12])=[O:11]. (8) Given the product [CH:19]1[C:20]2[CH:21]=[C:8]([C:5]3[CH:6]=[CH:7][C:2]([B:27]([OH:32])[OH:28])=[CH:3][CH:4]=3)[C:9]3[C:14](=[CH:13][CH:12]=[CH:11][CH:10]=3)[C:15]=2[CH:16]=[CH:17][CH:18]=1, predict the reactants needed to synthesize it. The reactants are: Br[C:2]1[CH:7]=[CH:6][C:5]([C:8]2[C:9]3[C:14]([C:15]4[CH:16]=[CH:17][CH:18]=[CH:19][C:20]=4[CH:21]=2)=[CH:13][CH:12]=[CH:11][CH:10]=3)=[CH:4][CH:3]=1.C([Li])CCC.[B:27](OC(C)C)([O:32]C(C)C)[O:28]C(C)C.Cl. (9) Given the product [CH3:21][O:20][C:15]1[CH:16]=[CH:17][CH:18]=[CH:19][C:14]=1[CH2:13][NH:12][C:7]1[CH:6]=[C:5]([C:22]2[CH:23]=[N:24][CH:25]=[CH:26][CH:27]=2)[C:4]2[C:9](=[CH:10][CH:11]=[C:2]([NH:35][CH2:34][C:30]3[CH:29]=[N:28][CH:33]=[CH:32][CH:31]=3)[CH:3]=2)[N:8]=1, predict the reactants needed to synthesize it. The reactants are: Cl[C:2]1[CH:3]=[C:4]2[C:9](=[CH:10][CH:11]=1)[N:8]=[C:7]([NH:12][CH2:13][C:14]1[CH:19]=[CH:18][CH:17]=[CH:16][C:15]=1[O:20][CH3:21])[CH:6]=[C:5]2[C:22]1[CH:23]=[N:24][CH:25]=[CH:26][CH:27]=1.[N:28]1[CH:33]=[CH:32][CH:31]=[C:30]([CH2:34][NH2:35])[CH:29]=1. (10) The reactants are: I[C:2]1[CH:8]=[C:7]([C:9]([F:12])([F:11])[F:10])[CH:6]=[CH:5][C:3]=1[NH2:4].[CH2:13]([Si:15]([CH2:23][CH3:24])([CH2:21][CH3:22])[C:16]#[C:17][CH2:18][CH2:19][OH:20])[CH3:14].[Cl-].[Li+].C(=O)([O-])[O-].[Na+].[Na+]. Given the product [CH2:23]([Si:15]([CH2:13][CH3:14])([CH2:21][CH3:22])[C:16]1[NH:4][C:3]2[C:2]([C:17]=1[CH2:18][CH2:19][OH:20])=[CH:8][C:7]([C:9]([F:12])([F:11])[F:10])=[CH:6][CH:5]=2)[CH3:24], predict the reactants needed to synthesize it.